From a dataset of Reaction yield outcomes from USPTO patents with 853,638 reactions. Predict the reaction yield, written as a fraction of the theoretical maximum amount of product (1.0 means a 100% yield; for example, 0.34 means a 34% yield). (1) The reactants are [CH:1]1([C:5]2[C:13](C=O)=[CH:12][C:8]([C:9]([OH:11])=[O:10])=[C:7]([CH3:16])[CH:6]=2)[CH2:4][CH2:3][CH2:2]1.Br[CH:18]1[C:23](=O)[CH2:22][CH2:21][N:20]([C:25]([O:27][C:28]([CH3:31])([CH3:30])[CH3:29])=[O:26])[CH2:19]1.[OH-].[NH4+:33].C[N:35]([CH3:38])C=O. The catalyst is C(OCC)(=O)C. The product is [C:28]([O:27][C:25]([N:20]1[CH2:21][CH2:22][C:23]2[N:33]=[C:38]([C:13]3[C:5]([CH:1]4[CH2:4][CH2:3][CH2:2]4)=[CH:6][C:7]([CH3:16])=[C:8]([CH:12]=3)[C:9]([OH:11])=[O:10])[NH:35][C:18]=2[CH2:19]1)=[O:26])([CH3:31])([CH3:30])[CH3:29]. The yield is 0.270. (2) The reactants are [NH2:1][C:2]1[CH:7]=[CH:6][C:5]([C:8]2[C:16]3[C:15]([NH2:17])=[N:14][CH:13]=[N:12][C:11]=3[S:10][C:9]=2[CH3:18])=[CH:4][CH:3]=1.[CH3:19][C:20]1[CH:21]=[C:22]([N:26]=[C:27]=[S:28])[CH:23]=[CH:24][CH:25]=1. The catalyst is CN(C=O)C. The product is [NH2:17][C:15]1[C:16]2[C:8]([C:5]3[CH:4]=[CH:3][C:2]([NH:1][C:27]([NH:26][C:22]4[CH:23]=[CH:24][CH:25]=[C:20]([CH3:19])[CH:21]=4)=[S:28])=[CH:7][CH:6]=3)=[C:9]([CH3:18])[S:10][C:11]=2[N:12]=[CH:13][N:14]=1. The yield is 0.800. (3) The reactants are [I-].[CH3:2][P+](C1C=CC=CC=1)(C1C=CC=CC=1)C1C=CC=CC=1.CC([O-])(C)C.[K+].[C:28]1([CH:34]([C:40]2[CH:45]=[CH:44][CH:43]=[CH:42][CH:41]=2)[N:35]2[CH2:38][C:37](=O)[CH2:36]2)[CH:33]=[CH:32][CH:31]=[CH:30][CH:29]=1. The catalyst is CS(C)=O. The product is [C:28]1([CH:34]([C:40]2[CH:45]=[CH:44][CH:43]=[CH:42][CH:41]=2)[N:35]2[CH2:38][C:37](=[CH2:2])[CH2:36]2)[CH:33]=[CH:32][CH:31]=[CH:30][CH:29]=1. The yield is 0.720. (4) The reactants are [CH3:1][N:2]1[CH:6]=[C:5]([N+:7]([O-:9])=[O:8])[CH:4]=[C:3]1[C:10]([O:12]C)=[O:11].[OH-].[Na+]. The catalyst is C1COCC1.O.O. The product is [CH3:1][N:2]1[CH:6]=[C:5]([N+:7]([O-:9])=[O:8])[CH:4]=[C:3]1[C:10]([OH:12])=[O:11]. The yield is 0.880. (5) The reactants are CO[CH:3](OC)[CH2:4][NH:5][C:6]1[CH:12]([NH:13][C:14](=[O:23])[O:15][CH2:16][C:17]2[CH:22]=[CH:21][CH:20]=[CH:19][CH:18]=2)[CH2:11][CH2:10][C:9]2[CH:24]=[CH:25][CH:26]=[CH:27][C:8]=2[N:7]=1.C(O)=O. The catalyst is ClCCl. The product is [CH:3]1[N:7]2[C:8]3[CH:27]=[CH:26][CH:25]=[CH:24][C:9]=3[CH2:10][CH2:11][C@@H:12]([NH:13][C:14](=[O:23])[O:15][CH2:16][C:17]3[CH:22]=[CH:21][CH:20]=[CH:19][CH:18]=3)[C:6]2=[N:5][CH:4]=1. The yield is 0.730.